The task is: Predict the reaction yield, written as a fraction of the theoretical maximum amount of product (1.0 means a 100% yield; for example, 0.34 means a 34% yield).. This data is from Reaction yield outcomes from USPTO patents with 853,638 reactions. (1) The reactants are [NH2:1][C:2]1[CH:3]=[C:4]2[C:8](=[CH:9][CH:10]=1)[CH2:7][CH:6]([CH2:11][N:12]1[CH2:17][CH2:16][CH:15]([N:18]3[C:22]4[CH:23]=[CH:24][C:25]([CH3:27])=[CH:26][C:21]=4[N:20]=[C:19]3[C:28]([OH:31])([CH3:30])[CH3:29])[CH2:14][CH2:13]1)[CH2:5]2.C(N(CC)C(C)C)(C)C.Cl[C:42]([O:44][CH3:45])=[O:43]. The catalyst is C1COCC1. The product is [CH3:45][O:44][C:42](=[O:43])[NH:1][C:2]1[CH:3]=[C:4]2[C:8](=[CH:9][CH:10]=1)[CH2:7][CH:6]([CH2:11][N:12]1[CH2:13][CH2:14][CH:15]([N:18]3[C:22]4[CH:23]=[CH:24][C:25]([CH3:27])=[CH:26][C:21]=4[N:20]=[C:19]3[C:28]([OH:31])([CH3:29])[CH3:30])[CH2:16][CH2:17]1)[CH2:5]2. The yield is 0.590. (2) The reactants are [I:1][C:2]1[CH:3]=[C:4]([NH2:28])[C:5]([NH:8][CH2:9][C:10]2[CH:15]=[CH:14][C:13]([O:16][CH2:17][C:18]3[CH:19]=[N:20][C:21]([O:24][CH3:25])=[CH:22][CH:23]=3)=[C:12]([O:26][CH3:27])[CH:11]=2)=[CH:6][CH:7]=1.[CH:29](OCC)(OCC)OCC.O.C1(C)C=CC(S(O)(=O)=O)=CC=1.O. The catalyst is C(O)C.C(OCC)(=O)C. The product is [I:1][C:2]1[CH:7]=[CH:6][C:5]2[N:8]([CH2:9][C:10]3[CH:15]=[CH:14][C:13]([O:16][CH2:17][C:18]4[CH:19]=[N:20][C:21]([O:24][CH3:25])=[CH:22][CH:23]=4)=[C:12]([O:26][CH3:27])[CH:11]=3)[CH:29]=[N:28][C:4]=2[CH:3]=1. The yield is 0.910. (3) The reactants are Cl[C:2]1[CH:9]=[CH:8][C:5]([C:6]#[N:7])=[CH:4][N:3]=1.[CH3:10][C:11]1[C:15](B(O)O)=[CH:14][N:13]([C:19]([C:32]2[CH:37]=[CH:36][CH:35]=[CH:34][CH:33]=2)([C:26]2[CH:31]=[CH:30][CH:29]=[CH:28][CH:27]=2)[C:20]2[CH:25]=[CH:24][CH:23]=[CH:22][CH:21]=2)[N:12]=1.C(=O)([O-])[O-].[Na+].[Na+]. The catalyst is COCCOC.O. The product is [CH3:10][C:11]1[C:15]([C:2]2[CH:9]=[CH:8][C:5]([C:6]#[N:7])=[CH:4][N:3]=2)=[CH:14][N:13]([C:19]([C:20]2[CH:25]=[CH:24][CH:23]=[CH:22][CH:21]=2)([C:26]2[CH:27]=[CH:28][CH:29]=[CH:30][CH:31]=2)[C:32]2[CH:37]=[CH:36][CH:35]=[CH:34][CH:33]=2)[N:12]=1. The yield is 0.530.